The task is: Predict the reactants needed to synthesize the given product.. This data is from Full USPTO retrosynthesis dataset with 1.9M reactions from patents (1976-2016). Given the product [Cl:24][C:6]1[CH:5]=[N:4][CH:3]=[C:2]([Cl:1])[C:7]=1[NH:8][C:9]([C:11]1[C:12]2[N:13]([N:19]=[C:20]([CH:22]([OH:23])[CH3:25])[CH:21]=2)[C:14]([O:17][CH3:18])=[CH:15][CH:16]=1)=[O:10], predict the reactants needed to synthesize it. The reactants are: [Cl:1][C:2]1[CH:3]=[N:4][CH:5]=[C:6]([Cl:24])[C:7]=1[NH:8][C:9]([C:11]1[C:12]2[N:13]([N:19]=[C:20]([CH:22]=[O:23])[CH:21]=2)[C:14]([O:17][CH3:18])=[CH:15][CH:16]=1)=[O:10].[CH3:25][Mg]Br.[Cl-].[NH4+].